This data is from CYP2C9 inhibition data for predicting drug metabolism from PubChem BioAssay. The task is: Regression/Classification. Given a drug SMILES string, predict its absorption, distribution, metabolism, or excretion properties. Task type varies by dataset: regression for continuous measurements (e.g., permeability, clearance, half-life) or binary classification for categorical outcomes (e.g., BBB penetration, CYP inhibition). Dataset: cyp2c9_veith. (1) The compound is CC1(C)O[C@@H]2[C@@H](CO[C@@H]2c2[nH]nc3c(=O)[nH]c(=O)[nH]c23)O1. The result is 0 (non-inhibitor). (2) The result is 0 (non-inhibitor). The drug is O=C(O)CCc1c2ccc(=O)c(O)c-2oc2c(O)c(O)ccc12. (3) The molecule is Cc1ccccc1-n1c(=O)cc(N2CC(C)OC(C)C2)[nH]c1=O. The result is 0 (non-inhibitor). (4) The drug is O=C(CN1CCN(c2ccc(Cl)cc2)CC1)Nc1ccc(F)c(F)c1. The result is 1 (inhibitor). (5) The drug is COc1ccc(C2C(C#N)=C(N)OC3=C2C(=O)CC(C)(C)C3)c([N+](=O)[O-])c1OC. The result is 1 (inhibitor). (6) The drug is NC(=O)CN1CCOCCOCCOCCOCCOCC1. The result is 0 (non-inhibitor). (7) The molecule is CC1=NNC(=S)NCCCN2CCN(CCCNC(=S)NN=C(C)C=NNC(=S)NCCCN3CCN(CCCNC(=S)NN=C1)CC3)CC2. The result is 0 (non-inhibitor). (8) The molecule is Cl.O=C(O)c1ccccc1N/N=C\c1ccnc2ccccc12. The result is 0 (non-inhibitor).